This data is from Catalyst prediction with 721,799 reactions and 888 catalyst types from USPTO. The task is: Predict which catalyst facilitates the given reaction. Reactant: [CH3:1][O:2][C:3]1[C:13]([C:14](=O)[CH3:15])=[CH:12][C:6]2[N:7]([CH3:11])[CH2:8][CH2:9][O:10][C:5]=2[CH:4]=1.[CH3:17][Mg]Br. Product: [CH:14]([C:13]1[C:3]([O:2][CH3:1])=[CH:4][C:5]2[O:10][CH2:9][CH2:8][N:7]([CH3:11])[C:6]=2[CH:12]=1)([CH3:15])[CH3:17]. The catalyst class is: 1.